Dataset: Reaction yield outcomes from USPTO patents with 853,638 reactions. Task: Predict the reaction yield, written as a fraction of the theoretical maximum amount of product (1.0 means a 100% yield; for example, 0.34 means a 34% yield). (1) The reactants are Cl.[N+:2]([C:5]1[CH:6]=[C:7]([CH:10]=[CH:11][CH:12]=1)[CH2:8][NH2:9])([O-:4])=[O:3].[OH-].[Na+].[CH3:15][S:16]([CH:19]=[CH2:20])(=[O:18])=[O:17]. The catalyst is C(Cl)Cl. The product is [CH3:15][S:16]([CH2:19][CH2:20][NH:9][CH2:8][C:7]1[CH:10]=[CH:11][CH:12]=[C:5]([N+:2]([O-:4])=[O:3])[CH:6]=1)(=[O:18])=[O:17]. The yield is 1.00. (2) The reactants are [CH2:1]([O:8][C:9]1[CH:17]=[C:16]([O:18][CH2:19][C:20]2[CH:25]=[CH:24][CH:23]=[CH:22][CH:21]=2)[C:15]([C:26]([CH3:28])=[CH2:27])=[CH:14][C:10]=1[C:11]([OH:13])=O)[C:2]1[CH:7]=[CH:6][CH:5]=[CH:4][CH:3]=1.[C:29](Cl)(=[O:33])[C:30](Cl)=[O:31].C([N:37]([CH2:40][CH3:41])[CH2:38][CH3:39])C. The catalyst is CN(C=O)C.C(Cl)Cl.C(OCC)(=O)C. The product is [CH2:1]([O:8][C:9]1[CH:17]=[C:16]([O:18][CH2:19][C:20]2[CH:21]=[CH:22][CH:23]=[CH:24][CH:25]=2)[C:15]([C:26]([CH3:28])=[CH2:27])=[CH:14][C:10]=1[C:11]([N:37]1[CH2:38][C:39]2[C:41](=[CH:3][CH:4]=[CH:5][C:6]=2[O:31][CH2:30][CH2:29][O:33][CH2:2][CH2:1][O:8][CH3:9])[CH2:40]1)=[O:13])[C:2]1[CH:3]=[CH:4][CH:5]=[CH:6][CH:7]=1. The yield is 1.00. (3) The reactants are C([O:8][C:9]1[CH:14]=[CH:13][C:12]([CH2:15][C@H:16]([O:20][CH2:21][CH3:22])[C:17]([OH:19])=[O:18])=[CH:11][CH:10]=1)C1C=CC=CC=1.[C:23](OCC)(=O)[CH3:24]. The catalyst is [Pd]. The product is [CH2:23]([O:19][C:17](=[O:18])[C@@H:16]([O:20][CH2:21][CH3:22])[CH2:15][C:12]1[CH:11]=[CH:10][C:9]([OH:8])=[CH:14][CH:13]=1)[CH3:24]. The yield is 0.760. (4) The reactants are [C:1]1([C:13](=[O:17])[C:14]([OH:16])=O)[C:11]2=[C:12]3[C:7](=[CH:8][CH:9]=[CH:10]2)[CH2:6][CH2:5][CH2:4][N:3]3[CH:2]=1.Cl.[NH2:19][CH2:20][CH2:21][CH2:22][CH2:23][C:24]([NH:26][O:27][CH2:28][C:29]1[CH:34]=[CH:33][CH:32]=[CH:31][CH:30]=1)=[O:25]. No catalyst specified. The product is [CH2:28]([O:27][NH:26][C:24](=[O:25])[CH2:23][CH2:22][CH2:21][CH2:20][NH:19][C:14](=[O:16])[C:13]([C:1]1[C:11]2=[C:12]3[C:7](=[CH:8][CH:9]=[CH:10]2)[CH2:6][CH2:5][CH2:4][N:3]3[CH:2]=1)=[O:17])[C:29]1[CH:34]=[CH:33][CH:32]=[CH:31][CH:30]=1. The yield is 0.690. (5) The reactants are [CH3:1][O:2][C:3]1[CH:9]=[CH:8][CH:7]=[C:6]([N+:10]([O-:12])=[O:11])[C:4]=1[NH2:5].N1C=CC=CC=1.[CH3:19][O:20][CH2:21][C:22](Cl)=[O:23].N. The catalyst is CC(N(C)C)=O.O.CO. The product is [CH3:19][O:20][CH2:21][C:22]([NH:5][C:4]1[C:6]([N+:10]([O-:12])=[O:11])=[CH:7][CH:8]=[CH:9][C:3]=1[O:2][CH3:1])=[O:23]. The yield is 0.950. (6) The reactants are [NH2:1][C:2]1[N:7]=[CH:6][N:5]=[C:4]2[N:8]([CH2:12][C@H:13]3[CH2:17][CH2:16][CH2:15][N:14]3[C:18]([O:20][C:21]([CH3:24])([CH3:23])[CH3:22])=[O:19])[N:9]=[C:10](I)[C:3]=12.OC[C@H]1CCCN1C(OC(C)(C)C)=O.[F:39][C:40]1[CH:41]=[C:42]([CH:59]=[CH:60][CH:61]=1)[O:43][C:44]1[CH:49]=[CH:48][C:47](B2OC(C)(C)C(C)(C)O2)=[CH:46][CH:45]=1.C(=O)([O-])[O-].[Na+].[Na+]. The catalyst is O.COCCOC. The product is [NH2:1][C:2]1[N:7]=[CH:6][N:5]=[C:4]2[N:8]([CH2:12][C@H:13]3[CH2:17][CH2:16][CH2:15][N:14]3[C:18]([O:20][C:21]([CH3:24])([CH3:23])[CH3:22])=[O:19])[N:9]=[C:10]([C:47]3[CH:46]=[CH:45][C:44]([O:43][C:42]4[CH:59]=[CH:60][CH:61]=[C:40]([F:39])[CH:41]=4)=[CH:49][CH:48]=3)[C:3]=12. The yield is 0.790. (7) The reactants are [CH3:1][N:2]1[C:10]([CH3:11])=[C:9]2[C:4]([CH:5]=[C:6]([NH:12][C:13]3[N:18]=[C:17]([NH:19][CH:20]4[CH2:27][CH:23]5[CH2:24][NH:25][CH2:26][CH:22]5[CH2:21]4)[C:16]([CH3:28])=[CH:15][N:14]=3)[CH:7]=[CH:8]2)=[N:3]1.[C:29]([CH2:31][C:32](O)=[O:33])#[N:30].C1C=NC2N(O)N=NC=2C=1.CCN=C=NCCCN(C)C. The catalyst is C(Cl)Cl.CN(C=O)C. The product is [CH3:1][N:2]1[C:10]([CH3:11])=[C:9]2[C:4]([CH:5]=[C:6]([NH:12][C:13]3[N:18]=[C:17]([NH:19][CH:20]4[CH2:27][CH:23]5[CH2:24][N:25]([C:32](=[O:33])[CH2:31][C:29]#[N:30])[CH2:26][CH:22]5[CH2:21]4)[C:16]([CH3:28])=[CH:15][N:14]=3)[CH:7]=[CH:8]2)=[N:3]1. The yield is 0.682. (8) The reactants are Br[C:2]1[C:3]([C:8]#[N:9])=[N:4][CH:5]=[CH:6][CH:7]=1.[CH3:10][O:11][C:12]1[CH:13]=[C:14]([CH:18]=[CH:19][CH:20]=1)[C:15](Cl)=[O:16].[NH4+].[Cl-]. The catalyst is C1COCC1.[Zn]. The product is [CH3:10][O:11][C:12]1[CH:13]=[C:14]([CH:18]=[CH:19][CH:20]=1)[C:15]([C:2]1[C:3]([C:8]#[N:9])=[N:4][CH:5]=[CH:6][CH:7]=1)=[O:16]. The yield is 0.600. (9) The reactants are [CH:1]#[C:2][CH2:3][CH2:4][CH2:5][CH2:6][CH2:7][CH3:8].C(C([BH:17]C(C(C)C)C=C(C)C)C=C(C)C)(C)C.C=O.[OH:28][C:29]([C:32]([OH:35])([CH3:34])[CH3:33])([CH3:31])[CH3:30]. The catalyst is O. The product is [CH3:30][C:29]1([CH3:31])[C:32]([CH3:34])([CH3:33])[O:35][B:17](/[CH:1]=[CH:2]/[CH2:3][CH2:4][CH2:5][CH2:6][CH2:7][CH3:8])[O:28]1. The yield is 0.670. (10) The reactants are [CH2:1]([OH:8])[C:2]1[CH:7]=[CH:6][CH:5]=[CH:4][CH:3]=1.[H-].[Na+].[Br:11][C:12]1[CH:13]=[N:14][C:15]2[C:20]([CH:21]=1)=[N:19][CH:18]=[C:17](Br)[CH:16]=2. The catalyst is CN(C=O)C. The product is [CH2:1]([O:8][C:17]1[CH:18]=[N:19][C:20]2[C:15]([CH:16]=1)=[N:14][CH:13]=[C:12]([Br:11])[CH:21]=2)[C:2]1[CH:7]=[CH:6][CH:5]=[CH:4][CH:3]=1. The yield is 0.367.